Dataset: Reaction yield outcomes from USPTO patents with 853,638 reactions. Task: Predict the reaction yield, written as a fraction of the theoretical maximum amount of product (1.0 means a 100% yield; for example, 0.34 means a 34% yield). (1) The reactants are [CH:1]1([CH2:6][N:7]([CH2:38][CH3:39])[C:8]2[N:13]=[C:12]3[N:14]([CH3:18])[N:15]=[C:16]([CH3:17])[C:11]3=[CH:10][C:9]=2[CH2:19][N:20]([CH2:23][C:24]2[CH:29]=[C:28]([C:30]([F:33])([F:32])[F:31])[CH:27]=[C:26]([C:34]([F:37])([F:36])[F:35])[CH:25]=2)[C:21]#[N:22])[CH2:5][CH2:4][CH2:3][CH2:2]1.[OH:40]O.[OH-].[K+].O. The catalyst is C(O)C. The product is [F:33][C:30]([F:31])([F:32])[C:28]1[CH:29]=[C:24]([CH:25]=[C:26]([C:34]([F:35])([F:36])[F:37])[CH:27]=1)[CH2:23][N:20]([CH2:19][C:9]1[CH:10]=[C:11]2[C:16]([CH3:17])=[N:15][N:14]([CH3:18])[C:12]2=[N:13][C:8]=1[N:7]([CH2:6][CH:1]1[CH2:2][CH2:3][CH2:4][CH2:5]1)[CH2:38][CH3:39])[C:21]([NH2:22])=[O:40]. The yield is 0.600. (2) The product is [CH3:18][O:19][C:20]1[CH:21]=[C:22]([S:26][CH2:12][CH2:13][CH2:14][C:15]([OH:17])=[O:16])[CH:23]=[CH:24][CH:25]=1. The yield is 0.520. The reactants are CC1C=CC(C)=CC=1SCC[CH2:12][CH2:13][CH2:14][C:15]([OH:17])=[O:16].[CH3:18][O:19][C:20]1[CH:21]=[C:22]([SH:26])[CH:23]=[CH:24][CH:25]=1.BrCCCC(OCC)=O.[OH-].[K+]. The catalyst is O.C(O)C. (3) The yield is 0.740. The reactants are [Cl:1][C:2]1[CH:3]=[C:4]2[C:9](=[CH:10][CH:11]=1)[N:8]([C:12]1[C:13]([C:26]3[CH:31]=[CH:30][C:29]([F:32])=[CH:28][CH:27]=3)=[N:14][C:15]3[C:20]([N:21]=1)=[CH:19][C:18]([C:22]([O:24]C)=[O:23])=[CH:17][CH:16]=3)[CH2:7][CH2:6][CH2:5]2.[OH-].[Na+]. The catalyst is CO.O. The product is [Cl:1][C:2]1[CH:3]=[C:4]2[C:9](=[CH:10][CH:11]=1)[N:8]([C:12]1[C:13]([C:26]3[CH:27]=[CH:28][C:29]([F:32])=[CH:30][CH:31]=3)=[N:14][C:15]3[C:20]([N:21]=1)=[CH:19][C:18]([C:22]([OH:24])=[O:23])=[CH:17][CH:16]=3)[CH2:7][CH2:6][CH2:5]2. (4) The reactants are [CH:1]1[C:10]2[C:5](=[CH:6][CH:7]=[CH:8][CH:9]=2)[CH:4]=[CH:3][C:2]=1[O:11][CH2:12][CH2:13][O:14][C:15]1[CH:30]=[CH:29][C:18]([CH:19]=[C:20]([C:25]([O:27][CH3:28])=[O:26])[C:21]([O:23][CH3:24])=[O:22])=[CH:17][CH:16]=1.[H][H]. The catalyst is CO.O1CCOCC1.[Pd]. The product is [CH:1]1[C:10]2[C:5](=[CH:6][CH:7]=[CH:8][CH:9]=2)[CH:4]=[CH:3][C:2]=1[O:11][CH2:12][CH2:13][O:14][C:15]1[CH:30]=[CH:29][C:18]([CH2:19][CH:20]([C:25]([O:27][CH3:28])=[O:26])[C:21]([O:23][CH3:24])=[O:22])=[CH:17][CH:16]=1. The yield is 0.940.